Dataset: Forward reaction prediction with 1.9M reactions from USPTO patents (1976-2016). Task: Predict the product of the given reaction. (1) Given the reactants F[C:2](F)(F)S(O)(=O)=O.FC(F)(F)[C:11]([O-])=[O:12].CO[C:18]1[CH:19]=[CH:20][C:21]2[NH:27][CH2:26][CH2+:25](C)[CH2:24][CH2:23][C:22]=2[CH:29]=1.[F:30][C:31]1[CH:36]=[CH:35][C:34]([S:37](Cl)(=[O:39])=[O:38])=[CH:33][CH:32]=1.[Cl-].[In+3].[Cl-].[Cl-].[OH-].[Na+], predict the reaction product. The product is: [F:30][C:31]1[CH:36]=[CH:35][C:34]([S:37]([C:22]2[C:29]([O:12][CH3:11])=[CH:18][C:19]3[CH2:20][CH2:21][N:27]([CH3:2])[CH2:26][CH2:25][C:24]=3[CH:23]=2)(=[O:39])=[O:38])=[CH:33][CH:32]=1. (2) Given the reactants S([O-])([O-])=O.[Na+].[Na+].Cl[S:8]([C:11]1[CH:12]=[C:13]([CH:17]=[CH:18][C:19]=1[F:20])[C:14]([OH:16])=[O:15])(=[O:10])=[O:9].[OH-].[Na+], predict the reaction product. The product is: [F:20][C:19]1[CH:18]=[CH:17][C:13]([C:14]([OH:16])=[O:15])=[CH:12][C:11]=1[S:8]([OH:10])=[O:9]. (3) Given the reactants C([N:8]1[CH2:13][CH2:12][N:11]([C:14]([C:16]2[N:17]=[CH:18][N:19]([C@H:27]3[CH2:32][CH2:31][CH2:30][CH2:29][C@H:28]3[OH:33])[C:20]=2[C:21]2[CH:26]=[CH:25][CH:24]=[CH:23][CH:22]=2)=[O:15])[C@H:10](/[CH:34]=[CH:35]/[CH:36]2[CH2:38][CH2:37]2)[CH2:9]1)C1C=CC=CC=1, predict the reaction product. The product is: [CH2:34]([CH:10]1[CH2:9][NH:8][CH2:13][CH2:12][N:11]1[C:14]([C:16]1[N:17]=[CH:18][N:19]([C@H:27]2[CH2:32][CH2:31][CH2:30][CH2:29][C@H:28]2[OH:33])[C:20]=1[C:21]1[CH:26]=[CH:25][CH:24]=[CH:23][CH:22]=1)=[O:15])[CH2:35][CH2:36][CH2:37][CH3:38]. (4) The product is: [CH2:1]([C:3]1([CH2:7][O:8][S:17]([CH3:16])(=[O:19])=[O:18])[CH2:6][O:5][CH2:4]1)[CH3:2]. Given the reactants [CH2:1]([C:3]1([CH2:7][OH:8])[CH2:6][O:5][CH2:4]1)[CH3:2].C(N(CC)CC)C.[CH3:16][S:17](Cl)(=[O:19])=[O:18].C(=O)([O-])O.[Na+], predict the reaction product.